Dataset: Reaction yield outcomes from USPTO patents with 853,638 reactions. Task: Predict the reaction yield, written as a fraction of the theoretical maximum amount of product (1.0 means a 100% yield; for example, 0.34 means a 34% yield). (1) The reactants are [OH:1][C:2]1[CH:3]=[C:4]2[C:9](=[CH:10][C:11]=1[O:12][CH3:13])[O:8][CH2:7][CH2:6][C:5]2=[O:14].C([O-])([O-])=O.[K+].[K+].[CH3:21][CH2:22][CH3:23]. The catalyst is CN(C=O)C. The product is [CH:22]([O:1][C:2]1[CH:3]=[C:4]2[C:9](=[CH:10][C:11]=1[O:12][CH3:13])[O:8][CH2:7][CH2:6][C:5]2=[O:14])([CH3:23])[CH3:21]. The yield is 0.870. (2) The reactants are [F:1][C:2]1[CH:3]=[C:4]([C@@H:9]2[NH:23][C:13]3[NH:14][C:15](=[O:22])[N:16]([CH:19]([CH3:21])[CH3:20])[C:17](=[O:18])[C:12]=3[C:11](=O)[CH2:10]2)[CH:5]=[CH:6][C:7]=1[F:8].Cl. The catalyst is CCO.[Zn]. The product is [F:1][C:2]1[CH:3]=[C:4]([C@@H:9]2[NH:23][C:13]3[NH:14][C:15](=[O:22])[N:16]([CH:19]([CH3:21])[CH3:20])[C:17](=[O:18])[C:12]=3[CH2:11][CH2:10]2)[CH:5]=[CH:6][C:7]=1[F:8]. The yield is 0.740. (3) The reactants are [C:1]([N:5]1[C:10](=[O:11])[C:9]([Cl:12])=[C:8]([OH:13])[CH:7]=[N:6]1)([CH3:4])([CH3:3])[CH3:2].[Si:14]([O:21][CH2:22][CH2:23][O:24][CH2:25][C:26]1[CH:31]=[CH:30][C:29]([CH2:32]O)=[CH:28][CH:27]=1)([C:17]([CH3:20])([CH3:19])[CH3:18])([CH3:16])[CH3:15].C1(P(C2C=CC=CC=2)C2C=CC=CC=2)C=CC=CC=1.N(C(OC(C)C)=O)=NC(OC(C)C)=O. The catalyst is C1COCC1.C(OCC)(=O)C.CCCCCC. The product is [C:1]([N:5]1[C:10](=[O:11])[C:9]([Cl:12])=[C:8]([O:13][CH2:32][C:29]2[CH:28]=[CH:27][C:26]([CH2:25][O:24][CH2:23][CH2:22][O:21][Si:14]([C:17]([CH3:20])([CH3:19])[CH3:18])([CH3:16])[CH3:15])=[CH:31][CH:30]=2)[CH:7]=[N:6]1)([CH3:4])([CH3:2])[CH3:3]. The yield is 0.660. (4) The reactants are [Br:1][C:2]1[CH:3]=[C:4]([NH:8][C:9]2[N:14]=[CH:13][N:12]=[C:11]([NH:15][C:16]3[CH:17]=[C:18]([NH2:22])[CH:19]=[CH:20][CH:21]=3)[CH:10]=2)[CH:5]=[CH:6][CH:7]=1.C(N(CC)CC)C.[C:30](Cl)(=[O:33])[CH:31]=[CH2:32]. The catalyst is C1COCC1. The product is [Br:1][C:2]1[CH:3]=[C:4]([NH:8][C:9]2[N:14]=[CH:13][N:12]=[C:11]([NH:15][C:16]3[CH:17]=[C:18]([NH:22][C:30](=[O:33])[CH:31]=[CH2:32])[CH:19]=[CH:20][CH:21]=3)[CH:10]=2)[CH:5]=[CH:6][CH:7]=1. The yield is 0.400.